From a dataset of Reaction yield outcomes from USPTO patents with 853,638 reactions. Predict the reaction yield, written as a fraction of the theoretical maximum amount of product (1.0 means a 100% yield; for example, 0.34 means a 34% yield). (1) The reactants are [CH3:1][C:2]([C:12]1[CH:17]=[CH:16][CH:15]=[CH:14][N:13]=1)([CH3:11])[C@H:3]([C:5]1[CH:10]=[CH:9][CH:8]=[CH:7][CH:6]=1)[NH2:4].C.CC(C1C=CC=CN=1)(C)C(C1C=CC=CC=1)=O.[C:36]([OH:43])(=[O:42])/[CH:37]=[CH:38]/[C:39]([OH:41])=[O:40]. The product is [C:36]([OH:43])(=[O:42])/[CH:37]=[CH:38]/[C:39]([OH:41])=[O:40].[CH3:11][C:2]([C:12]1[CH:17]=[CH:16][CH:15]=[CH:14][N:13]=1)([CH3:1])[C@H:3]([C:5]1[CH:10]=[CH:9][CH:8]=[CH:7][CH:6]=1)[NH2:4]. The yield is 0.950. The catalyst is CO.C(OCC)C. (2) The reactants are [N+:1]([C:4]1[CH:13]=[C:12]2[C:7]([CH:8]=[C:9]([C:14]([OH:16])=O)[N:10]=[CH:11]2)=[CH:6][CH:5]=1)([O-:3])=[O:2].CN(C(ON1N=NC2C=CC=CC1=2)=[N+](C)C)C.F[P-](F)(F)(F)(F)F.CCN(C(C)C)C(C)C.[NH:50]1[CH:54]=[CH:53][N:52]=[C:51]1[NH:55][C:56]([C:58]1[C:66]2[NH:65][C:64]([NH2:67])=[N:63][C:62]=2[CH:61]=[CH:60][CH:59]=1)=[O:57]. The catalyst is CN(C=O)C. The product is [NH:52]1[CH:53]=[CH:54][N:50]=[C:51]1[NH:55][C:56]([C:58]1[C:66]2[NH:65][C:64]([NH:67][C:14]([C:9]3[N:10]=[CH:11][C:12]4[C:7]([CH:8]=3)=[CH:6][CH:5]=[C:4]([N+:1]([O-:3])=[O:2])[CH:13]=4)=[O:16])=[N:63][C:62]=2[CH:61]=[CH:60][CH:59]=1)=[O:57]. The yield is 0.0900. (3) The reactants are [CH2:1]([NH:5][CH2:6][CH2:7][CH2:8][OH:9])[CH2:2][CH2:3][CH3:4].[Cl:10][CH2:11][C:12](O[C:12](=[O:13])[CH2:11][Cl:10])=[O:13]. The catalyst is C(OCC)(=O)C. The product is [CH2:1]([N:5]([CH2:6][CH2:7][CH2:8][OH:9])[C:12](=[O:13])[CH2:11][Cl:10])[CH2:2][CH2:3][CH3:4]. The yield is 0.350. (4) The reactants are [CH2:1]=[C:2]1[C@H:19]2[C@@:14]([CH3:21])([CH2:15][CH2:16][C:17](=[O:20])[CH2:18]2)[C@H:13]2[C@@H:4]([C@@H:5]3[C@:9]([CH2:11][CH2:12]2)([CH3:10])[C:8](=[O:22])[CH2:7][CH2:6]3)[CH2:3]1.CCC(C)[BH-](C(C)CC)C(C)CC.[K+].[OH-].[Na+].OO. The catalyst is C1COCC1. The product is [OH:20][C@H:17]1[CH2:16][CH2:15][C@:14]2([CH3:21])[C@H:19]([C:2](=[CH2:1])[CH2:3][C@H:4]3[C@H:13]2[CH2:12][CH2:11][C@:9]2([CH3:10])[C@@H:5]3[CH2:6][CH2:7][C:8]2=[O:22])[CH2:18]1. The yield is 0.820.